Dataset: Full USPTO retrosynthesis dataset with 1.9M reactions from patents (1976-2016). Task: Predict the reactants needed to synthesize the given product. Given the product [Cl:1][C:2]1[C:3]([N:8]2[C:12]([C:13]([NH:14][C:15]3[C:23]([CH3:24])=[CH:22][CH:21]=[CH:20][C:16]=3[C:17]([NH:30][NH2:31])=[O:19])=[O:18])=[CH:11][C:10]([C:25]([F:26])([F:27])[F:28])=[N:9]2)=[N:4][CH:5]=[CH:6][CH:7]=1, predict the reactants needed to synthesize it. The reactants are: [Cl:1][C:2]1[C:3]([N:8]2[C:12]([C:13]3[O:18][C:17](=[O:19])[C:16]4[CH:20]=[CH:21][CH:22]=[C:23]([CH3:24])[C:15]=4[N:14]=3)=[CH:11][C:10]([C:25]([F:28])([F:27])[F:26])=[N:9]2)=[N:4][CH:5]=[CH:6][CH:7]=1.O.[NH2:30][NH2:31].O1CCCC1.